This data is from Peptide-MHC class I binding affinity with 185,985 pairs from IEDB/IMGT. The task is: Regression. Given a peptide amino acid sequence and an MHC pseudo amino acid sequence, predict their binding affinity value. This is MHC class I binding data. The peptide sequence is SFQVDCFLW. The MHC is HLA-A02:17 with pseudo-sequence HLA-A02:17. The binding affinity (normalized) is 0.164.